Dataset: Reaction yield outcomes from USPTO patents with 853,638 reactions. Task: Predict the reaction yield, written as a fraction of the theoretical maximum amount of product (1.0 means a 100% yield; for example, 0.34 means a 34% yield). (1) The reactants are [I:1][C:2]1[CH:3]=[C:4]([C:12]2[N:16]=[C:15]([C:17]3[CH:22]=[CH:21][C:20]([O:23][CH2:24][CH2:25][CH3:26])=[C:19]([N+:27]([O-:29])=[O:28])[CH:18]=3)[O:14][N:13]=2)[CH:5]=[CH:6][C:7]=1[O:8]C(C)C.ClC1C=C(C2ON=C(C3C=CC(OC(C)C)=C(I)C=3)N=2)C=CC=1OCCC. No catalyst specified. The product is [I:1][C:2]1[CH:3]=[C:4]([C:12]2[N:16]=[C:15]([C:17]3[CH:22]=[CH:21][C:20]([O:23][CH2:24][CH2:25][CH3:26])=[C:19]([N+:27]([O-:29])=[O:28])[CH:18]=3)[O:14][N:13]=2)[CH:5]=[CH:6][C:7]=1[OH:8]. The yield is 0.770. (2) The reactants are [OH-].[Li+].C(O)(=O)CS.[N+](C1C=CC=CC=1S([N:20]([CH2:42][CH2:43][C:44]1[CH:45]=[N:46][CH:47]=[CH:48][CH:49]=1)[CH2:21][CH2:22][CH2:23][O:24][C:25]1[CH:41]=[CH:40][C:28]2[N:29]([CH3:39])[C:30](=[O:38])[C:31]([CH3:37])([CH3:36])[C:32](=[O:35])[N:33]([CH3:34])[C:27]=2[CH:26]=1)(=O)=O)([O-])=O. The catalyst is CN(C=O)C. The product is [CH3:39][N:29]1[C:30](=[O:38])[C:31]([CH3:37])([CH3:36])[C:32](=[O:35])[N:33]([CH3:34])[C:27]2[CH:26]=[C:25]([O:24][CH2:23][CH2:22][CH2:21][NH:20][CH2:42][CH2:43][C:44]3[CH:45]=[N:46][CH:47]=[CH:48][CH:49]=3)[CH:41]=[CH:40][C:28]1=2. The yield is 0.810. (3) The reactants are [C:1]([O:5][C:6](=[O:20])[NH:7][CH:8]1[CH2:17][C:16]2[C:11](=[CH:12][CH:13]=[CH:14][N:15]=2)[N:10]([CH3:18])[C:9]1=[O:19])([CH3:4])([CH3:3])[CH3:2].C(OC(=O)NC1CC2C(=CC=CN=2)NC1=O)(C)(C)C.[F:40][C:41]1[CH:48]=[CH:47][C:44](CBr)=[CH:43][CH:42]=1. No catalyst specified. The product is [C:1]([O:5][C:6](=[O:20])[NH:7][CH:8]1[CH2:17][C:16]2[C:11](=[CH:12][CH:13]=[CH:14][N:15]=2)[N:10]([CH2:18][C:44]2[CH:47]=[CH:48][C:41]([F:40])=[CH:42][CH:43]=2)[C:9]1=[O:19])([CH3:4])([CH3:2])[CH3:3]. The yield is 0.960. (4) The reactants are [CH3:1][O:2][C:3]1[CH:20]=[CH:19][C:6]2[NH:7][C:8]([CH2:13][C:14]([O:16]CC)=O)=[N:9][S:10](=[O:12])(=[O:11])[C:5]=2[CH:4]=1.[CH3:21][CH:22]([CH3:37])[CH2:23][CH2:24][N:25]1[C:30]2[N:31]=[CH:32][CH:33]=[CH:34][C:29]=2[C:28](=O)[O:27]C1=O.[H-].[Na+].C(O)(=O)C. The catalyst is C1COCC1. The product is [OH:27][C:28]1[C:29]2[C:30](=[N:31][CH:32]=[CH:33][CH:34]=2)[N:25]([CH2:24][CH2:23][CH:22]([CH3:37])[CH3:21])[C:14](=[O:16])[C:13]=1[C:8]1[NH:7][C:6]2[CH:19]=[CH:20][C:3]([O:2][CH3:1])=[CH:4][C:5]=2[S:10](=[O:11])(=[O:12])[N:9]=1. The yield is 0.800.